This data is from Full USPTO retrosynthesis dataset with 1.9M reactions from patents (1976-2016). The task is: Predict the reactants needed to synthesize the given product. (1) The reactants are: [NH2:1][C:2]1[C:11]2[C:6](=[N:7][C:8]([C:19]3[CH:24]=[CH:23][C:22]([Cl:25])=[CH:21][C:20]=3[Cl:26])=[C:9]([C:12]3[CH:17]=[CH:16][C:15]([Cl:18])=[CH:14][CH:13]=3)[CH:10]=2)[N:5]([CH3:27])[C:4](=[O:28])[CH:3]=1.[C:29](OC(=O)C)(=[O:31])[CH3:30]. Given the product [Cl:18][C:15]1[CH:14]=[CH:13][C:12]([C:9]2[CH:10]=[C:11]3[C:6](=[N:7][C:8]=2[C:19]2[CH:24]=[CH:23][C:22]([Cl:25])=[CH:21][C:20]=2[Cl:26])[N:5]([CH3:27])[C:4](=[O:28])[CH:3]=[C:2]3[NH:1][C:29](=[O:31])[CH3:30])=[CH:17][CH:16]=1, predict the reactants needed to synthesize it. (2) Given the product [C:37]([CH2:38][NH:39][C:7]([C@@H:2]1[CH2:3][CH2:4][CH2:5][CH2:6][C@H:1]1[C:10]([N:30]1[CH2:31][CH2:32][N:27]([CH2:26][C:25]2[CH:33]=[CH:34][C:22]([F:21])=[CH:23][CH:24]=2)[CH2:28][CH2:29]1)=[O:11])=[O:9])#[N:36], predict the reactants needed to synthesize it. The reactants are: [C@@H:1]12[C:10](=[O:11])[O:9][C:7](=O)[C@H:2]1[CH2:3][CH2:4][CH2:5][CH2:6]2.C(N(CC)C(C)C)(C)C.[F:21][C:22]1[CH:34]=[CH:33][C:25]([CH2:26][N:27]2[CH2:32][CH2:31][NH:30][CH2:29][CH2:28]2)=[CH:24][CH:23]=1.Cl.[NH2:36][CH2:37][C:38]#[N:39].ON1C2C=CC=CC=2N=N1.Cl.CN(C)CCCN=C=NCC. (3) Given the product [C:20]([NH:28][C:29]1[CH:38]=[C:37]([C:8]2[CH:9]=[CH:10][C:5]([C:1]([CH3:4])([CH3:3])[CH3:2])=[CH:6][CH:7]=2)[CH:36]=[CH:35][C:30]=1[C:31]([OH:33])=[O:32])(=[O:27])[C:21]1[CH:22]=[CH:23][CH:24]=[CH:25][CH:26]=1, predict the reactants needed to synthesize it. The reactants are: [C:1]([C:5]1[CH:10]=[CH:9][C:8](B(O)O)=[CH:7][CH:6]=1)([CH3:4])([CH3:3])[CH3:2].C(=O)([O-])[O-].[Na+].[Na+].[C:20]([NH:28][C:29]1[CH:38]=[C:37](Br)[CH:36]=[CH:35][C:30]=1[C:31]([O:33]C)=[O:32])(=[O:27])[C:21]1[CH:26]=[CH:25][CH:24]=[CH:23][CH:22]=1. (4) Given the product [ClH:1].[ClH:25].[Cl:25][C:26]1[CH:31]=[C:30]([C:2]2[N:3]=[C:4]3[C:9](=[CH:10][CH:11]=2)[N:8]=[CH:7][C:6]([C:12](=[O:14])[CH3:13])=[C:5]3[NH:15][C@H:16]2[CH2:21][CH2:20][C@H:19]([N:22]([CH3:23])[CH3:24])[CH2:18][CH2:17]2)[CH:29]=[C:28]([F:41])[C:27]=1[OH:42], predict the reactants needed to synthesize it. The reactants are: [Cl:1][C:2]1[N:3]=[C:4]2[C:9](=[CH:10][CH:11]=1)[N:8]=[CH:7][C:6]([C:12](=[O:14])[CH3:13])=[C:5]2[NH:15][C@H:16]1[CH2:21][CH2:20][C@H:19]([N:22]([CH3:24])[CH3:23])[CH2:18][CH2:17]1.[Cl:25][C:26]1[CH:31]=[C:30](B2OC(C)(C)C(C)(C)O2)[CH:29]=[C:28]([F:41])[C:27]=1[OH:42].C1(N)C(F)=C(F)C(F)=C(N)C=1F.Cl.Cl. (5) The reactants are: [C:1]([O:5][C:6]([NH:8][C@@H:9]([CH2:21][OH:22])[CH2:10][C:11]([O:13][CH2:14][C:15]1[CH:20]=[CH:19][CH:18]=[CH:17][CH:16]=1)=[O:12])=[O:7])([CH3:4])([CH3:3])[CH3:2].[CH2:23]([O:30][C:31]1[CH:38]=[CH:37][C:34]([C:35]#[N:36])=[CH:33][C:32]=1O)[C:24]1[CH:29]=[CH:28][CH:27]=[CH:26][CH:25]=1.C1(P(C2C=CC=CC=2)C2C=CC=CC=2)C=CC=CC=1.N(C(OCC)=O)=NC(OCC)=O. Given the product [C:1]([O:5][C:6]([NH:8][C@@H:9]([CH2:21][O:22][C:38]1[CH:37]=[C:34]([C:35]#[N:36])[CH:33]=[CH:32][C:31]=1[O:30][CH2:23][C:24]1[CH:25]=[CH:26][CH:27]=[CH:28][CH:29]=1)[CH2:10][C:11]([O:13][CH2:14][C:15]1[CH:16]=[CH:17][CH:18]=[CH:19][CH:20]=1)=[O:12])=[O:7])([CH3:3])([CH3:4])[CH3:2], predict the reactants needed to synthesize it. (6) Given the product [NH2:25][C:22]1[CH:21]=[CH:20][C:19]([NH:18][C:11]2[CH:10]=[C:9]([NH:8][C:5]3[CH:6]=[CH:7][C:2]([NH2:1])=[CH:3][CH:4]=3)[C:14]([OH:15])=[C:13]([CH3:16])[C:12]=2[OH:17])=[CH:24][CH:23]=1, predict the reactants needed to synthesize it. The reactants are: [NH2:1][C:2]1[CH:7]=[CH:6][C:5]([NH:8][C:9]2[C:14](=[O:15])[C:13]([CH3:16])=[C:12]([OH:17])[C:11](=[N:18][C:19]3[CH:24]=[CH:23][C:22]([NH2:25])=[CH:21][CH:20]=3)[CH:10]=2)=[CH:4][CH:3]=1.S(S([O-])=O)([O-])=O.[Na+].[Na+]. (7) Given the product [Cl:40][C:41]1[CH:42]=[C:43]2[C:48](=[CH:49][CH:50]=1)[CH:47]=[C:46]([S:51]([NH:2][C@H:3]1[CH2:7][CH2:6][N:5]([C:8]3[CH:9]=[C:10]4[C:14](=[CH:15][CH:16]=3)[CH:13]([NH:17][C:18](=[O:23])[C:19]([F:21])([F:22])[F:20])[CH2:12][CH2:11]4)[C:4]1=[O:24])(=[O:53])=[O:52])[CH:45]=[CH:44]2, predict the reactants needed to synthesize it. The reactants are: Cl.[NH2:2][C@H:3]1[CH2:7][CH2:6][N:5]([C:8]2[CH:9]=[C:10]3[C:14](=[CH:15][CH:16]=2)[CH:13]([NH:17][C:18](=[O:23])[C:19]([F:22])([F:21])[F:20])[CH2:12][CH2:11]3)[C:4]1=[O:24].C(N(CC)C(C)C)(C)C.N1C=CC=CC=1.[Cl:40][C:41]1[CH:42]=[C:43]2[C:48](=[CH:49][CH:50]=1)[CH:47]=[C:46]([S:51](Cl)(=[O:53])=[O:52])[CH:45]=[CH:44]2.